Dataset: Catalyst prediction with 721,799 reactions and 888 catalyst types from USPTO. Task: Predict which catalyst facilitates the given reaction. (1) Reactant: [F:1][C:2]1[CH:21]=[CH:20][C:5]([CH2:6][NH:7][C:8]([C:10]2[CH:15]=[CH:14][C:13]([S:16](Cl)(=[O:18])=[O:17])=[CH:12][CH:11]=2)=[O:9])=[CH:4][CH:3]=1.[NH:22]1[C:26]2=[N:27][CH:28]=[CH:29][CH:30]=[C:25]2[CH:24]=[CH:23]1.N1(C2C=CN=CC=2)CCCC1.C(N(CC)CC)C. Product: [F:1][C:2]1[CH:21]=[CH:20][C:5]([CH2:6][NH:7][C:8](=[O:9])[C:10]2[CH:15]=[CH:14][C:13]([S:16]([N:22]3[C:26]4=[N:27][CH:28]=[CH:29][CH:30]=[C:25]4[CH:24]=[CH:23]3)(=[O:18])=[O:17])=[CH:12][CH:11]=2)=[CH:4][CH:3]=1. The catalyst class is: 23. (2) Reactant: [I:1][C:2]1[CH:10]=[C:9]2[C:5]([CH:6]=[N:7][N:8]2[C:11]2[C:16]([N+:17]([O-])=O)=[CH:15][N:14]=[C:13]([NH2:20])[N:12]=2)=[CH:4][CH:3]=1.CN(C=O)C.S(S([O-])=O)([O-])=O.[Na+].[Na+].C(=O)(O)[O-].[Na+]. Product: [I:1][C:2]1[CH:10]=[C:9]2[C:5]([CH:6]=[N:7][N:8]2[C:11]2[C:16]([NH2:17])=[CH:15][N:14]=[C:13]([NH2:20])[N:12]=2)=[CH:4][CH:3]=1. The catalyst class is: 24. (3) Reactant: [F:1][C:2]1[CH:11]=[CH:10][CH:9]=[C:8]2[C:3]=1[CH:4]=[CH:5][CH:6]=[C:7]2[O:12]C.B(Br)(Br)Br.O. Product: [F:1][C:2]1[CH:11]=[CH:10][CH:9]=[C:8]2[C:3]=1[CH:4]=[CH:5][CH:6]=[C:7]2[OH:12]. The catalyst class is: 4. (4) Reactant: [CH3:1][C:2]1[CH:3]=[C:4]([CH:8]=[CH:9][C:10]([NH:12][C@H:13]([C:24]([O:26]C)=[O:25])[CH2:14][C:15]2[C:23]3[C:18](=[CH:19][CH:20]=[CH:21][CH:22]=3)[NH:17][CH:16]=2)=[O:11])[CH:5]=[CH:6][CH:7]=1.[OH-].[Na+]. Product: [CH3:1][C:2]1[CH:3]=[C:4]([CH:8]=[CH:9][C:10]([NH:12][C@H:13]([C:24]([OH:26])=[O:25])[CH2:14][C:15]2[C:23]3[C:18](=[CH:19][CH:20]=[CH:21][CH:22]=3)[NH:17][CH:16]=2)=[O:11])[CH:5]=[CH:6][CH:7]=1. The catalyst class is: 5. (5) Reactant: [CH3:1][O:2][CH2:3][CH2:4][C:5]1[NH:9][N:8]=[C:7]([C:10]2[CH:15]=[CH:14][CH:13]=[CH:12][CH:11]=2)[CH:6]=1.[Br:16]Br. Product: [Br:16][C:6]1[C:7]([C:10]2[CH:15]=[CH:14][CH:13]=[CH:12][CH:11]=2)=[N:8][NH:9][C:5]=1[CH2:4][CH2:3][O:2][CH3:1]. The catalyst class is: 2. (6) Reactant: CN1C=C(CN(C)C(C2N(C3C=CC(F)=CC=3)C(S)=NC=2)=O)C(C)=N1.[Cl:26][C:27]1[CH:32]=[CH:31][CH:30]=[C:29]([Cl:33])[C:28]=1[S:34][CH2:35][C:36]1[N:37]([C:46]2[CH:51]=[CH:50][C:49]([F:52])=[CH:48][CH:47]=2)[C:38]([C:41]([O:43]CC)=[O:42])=[CH:39][N:40]=1.[OH-].[Li+].C1COCC1. Product: [Cl:26][C:27]1[CH:32]=[CH:31][CH:30]=[C:29]([Cl:33])[C:28]=1[S:34][CH2:35][C:36]1[N:37]([C:46]2[CH:51]=[CH:50][C:49]([F:52])=[CH:48][CH:47]=2)[C:38]([C:41]([OH:43])=[O:42])=[CH:39][N:40]=1. The catalyst class is: 72.